This data is from Full USPTO retrosynthesis dataset with 1.9M reactions from patents (1976-2016). The task is: Predict the reactants needed to synthesize the given product. (1) Given the product [Cl:1][C:2]1[CH:3]=[CH:4][CH:5]=[C:6]2[C:10]=1[N:9]([C:12]1[CH:17]=[CH:16][CH:15]=[CH:14][CH:13]=1)[CH:8]=[CH:7]2, predict the reactants needed to synthesize it. The reactants are: [Cl:1][C:2]1[CH:3]=[CH:4][CH:5]=[C:6]2[C:10]=1[NH:9][CH:8]=[CH:7]2.I[C:12]1[CH:17]=[CH:16][CH:15]=[CH:14][CH:13]=1. (2) The reactants are: [NH2:1][C:2]1[CH:7]=[CH:6][CH:5]=[CH:4][CH:3]=1.[CH3:8][O:9][C:10]1[CH:11]=[C:12]([CH:16]=[CH:17][CH:18]=1)[C:13](Cl)=[O:14]. Given the product [CH3:8][O:9][C:10]1[CH:11]=[C:12]([CH:16]=[CH:17][CH:18]=1)[C:13]([NH:1][C:2]1[CH:7]=[CH:6][CH:5]=[CH:4][CH:3]=1)=[O:14], predict the reactants needed to synthesize it.